Dataset: Reaction yield outcomes from USPTO patents with 853,638 reactions. Task: Predict the reaction yield, written as a fraction of the theoretical maximum amount of product (1.0 means a 100% yield; for example, 0.34 means a 34% yield). (1) The product is [C:17]([O:16][C:14]([N:9]1[CH2:10][C@H:11]([O:12][CH3:13])[C@@H:7]([CH2:5][OH:4])[CH2:8]1)=[O:15])([CH3:20])([CH3:19])[CH3:18]. The catalyst is C1COCC1. The reactants are [BH4-].[Li+].C[O:4][C:5]([C@@H:7]1[C@@H:11]([O:12][CH3:13])[CH2:10][N:9]([C:14]([O:16][C:17]([CH3:20])([CH3:19])[CH3:18])=[O:15])[CH2:8]1)=O. The yield is 0.920. (2) The reactants are [NH3:1].C1COCC1.[CH3:7][N:8]1[CH:12]=[C:11]([S:13](Cl)(=[O:15])=[O:14])[C:10]([C:17]([F:20])([F:19])[F:18])=[N:9]1. The catalyst is C(Cl)(Cl)Cl. The product is [CH3:7][N:8]1[CH:12]=[C:11]([S:13]([NH2:1])(=[O:15])=[O:14])[C:10]([C:17]([F:20])([F:19])[F:18])=[N:9]1. The yield is 1.00.